This data is from Forward reaction prediction with 1.9M reactions from USPTO patents (1976-2016). The task is: Predict the product of the given reaction. (1) Given the reactants [NH2:1][C:2]1[C:3]([Cl:11])=[C:4]([CH:8]=[CH:9][CH:10]=1)[C:5]([OH:7])=O.[CH3:12][C:13]1[CH:44]=[CH:43][CH:42]=[CH:41][C:14]=1[CH2:15][NH:16][C:17]([C@@H:19]1[C:23]([CH3:25])([CH3:24])[S:22][CH2:21][N:20]1[C:26](=[O:40])[C@@H:27]([OH:39])[C@@H:28]([NH2:38])[CH2:29][C:30]1[CH:35]=[CH:34][C:33]([O:36][CH3:37])=[CH:32][CH:31]=1)=[O:18], predict the reaction product. The product is: [CH3:12][C:13]1[CH:44]=[CH:43][CH:42]=[CH:41][C:14]=1[CH2:15][NH:16][C:17]([C@@H:19]1[C:23]([CH3:25])([CH3:24])[S:22][CH2:21][N:20]1[C:26](=[O:40])[C@@H:27]([OH:39])[C@@H:28]([NH:38][C:5](=[O:7])[C:4]1[CH:8]=[CH:9][CH:10]=[C:2]([NH2:1])[C:3]=1[Cl:11])[CH2:29][C:30]1[CH:31]=[CH:32][C:33]([O:36][CH3:37])=[CH:34][CH:35]=1)=[O:18]. (2) The product is: [CH:15]([O:1][C:2]1[CH:3]=[C:4]([CH2:5][OH:7])[CH:9]=[CH:10][CH:11]=1)([CH3:16])[CH3:14]. Given the reactants [OH:1][C:2]1[CH:3]=[C:4]([CH:9]=[CH:10][CH:11]=1)[C:5]([O:7]C)=O.[H-].[Na+].[C:14](O)(=O)[CH2:15][C:16](CC(O)=O)(C(O)=O)O.[H-].[Al+3].[Li+].[H-].[H-].[H-].O.O.O.O.O.O.O.O.O.O.S([O-])([O-])(=O)=O.[Na+].[Na+], predict the reaction product. (3) Given the reactants [CH2:1]1[C:10]2[C:5](=[CH:6][CH:7]=[CH:8][CH:9]=2)[CH2:4][CH2:3][NH:2]1.C(N(CC)CC)C.Cl[C:19]([O:21][C:22]1[CH:27]=[CH:26][C:25]([N+:28]([O-:30])=[O:29])=[CH:24][CH:23]=1)=[O:20], predict the reaction product. The product is: [N+:28]([C:25]1[CH:24]=[CH:23][C:22]([O:21][C:19]([N:2]2[C:1]3[C:10](=[CH:9][CH:8]=[CH:7][CH:6]=3)[CH2:5][CH2:4][CH2:3]2)=[O:20])=[CH:27][CH:26]=1)([O-:30])=[O:29]. (4) The product is: [CH3:25][C:20]1([CH3:26])[C:21]([CH3:24])([CH3:23])[O:22][B:18]([C:2]2[CH:7]=[CH:6][C:5]([C@@H:8]([NH:10][C:11](=[O:17])[O:12][C:13]([CH3:16])([CH3:15])[CH3:14])[CH3:9])=[CH:4][CH:3]=2)[O:19]1. Given the reactants Br[C:2]1[CH:7]=[CH:6][C:5]([C@@H:8]([NH:10][C:11](=[O:17])[O:12][C:13]([CH3:16])([CH3:15])[CH3:14])[CH3:9])=[CH:4][CH:3]=1.[B:18]1([B:18]2[O:22][C:21]([CH3:24])([CH3:23])[C:20]([CH3:26])([CH3:25])[O:19]2)[O:22][C:21]([CH3:24])([CH3:23])[C:20]([CH3:26])([CH3:25])[O:19]1, predict the reaction product. (5) Given the reactants [CH3:1][C:2]1[N:7]=[CH:6][C:5]([CH:8]=[O:9])=[CH:4][N:3]=1.CO.[BH4-].[Na+], predict the reaction product. The product is: [CH3:1][C:2]1[N:7]=[CH:6][C:5]([CH2:8][OH:9])=[CH:4][N:3]=1. (6) Given the reactants [C:1](OCC)(=[O:7])[C:2](OCC)=[O:3].[CH3:11][O:12][C:13]1[CH:18]=[CH:17][C:16]([N:19]([CH2:26][C:27]([O:29][CH2:30][CH3:31])=[O:28])[CH2:20][C:21]([O:23][CH2:24][CH3:25])=[O:22])=[CH:15][CH:14]=1.CC[O-].[Na+].C(O)(=O)C, predict the reaction product. The product is: [OH:3][C:2]1[C:1]([OH:7])=[C:26]([C:27]([O:29][CH2:30][CH3:31])=[O:28])[N:19]([C:16]2[CH:17]=[CH:18][C:13]([O:12][CH3:11])=[CH:14][CH:15]=2)[C:20]=1[C:21]([O:23][CH2:24][CH3:25])=[O:22]. (7) Given the reactants [OH:1]/[N:2]=[C:3](/[C:22]1[CH:27]=[CH:26][N:25]=[C:24]([CH3:28])[CH:23]=1)\[CH2:4][C@H:5]([C:13]1[CH:21]=[CH:20][C:16]([C:17](O)=[O:18])=[CH:15][CH:14]=1)[C:6]1[CH:11]=[CH:10][CH:9]=[CH:8][C:7]=1[CH3:12].Cl.[NH2:30][C@H:31]1[CH2:36][CH2:35][C@H:34]([C:37]([O:39][CH3:40])=[O:38])[CH2:33][CH2:32]1.F[P-](F)(F)(F)(F)F.N1(O[P+](N(C)C)(N(C)C)N(C)C)C2C=CC=CC=2N=N1, predict the reaction product. The product is: [CH3:40][O:39][C:37]([CH:34]1[CH2:33][CH2:32][CH:31]([NH:30][C:17](=[O:18])[C:16]2[CH:20]=[CH:21][C:13]([C@H:5]([C:6]3[CH:11]=[CH:10][CH:9]=[CH:8][C:7]=3[CH3:12])[CH2:4]/[C:3](=[N:2]\[OH:1])/[C:22]3[CH:27]=[CH:26][N:25]=[C:24]([CH3:28])[CH:23]=3)=[CH:14][CH:15]=2)[CH2:36][CH2:35]1)=[O:38].